This data is from Full USPTO retrosynthesis dataset with 1.9M reactions from patents (1976-2016). The task is: Predict the reactants needed to synthesize the given product. Given the product [ClH:45].[C:11]1([C@H:9]([NH:8][CH2:21][C@@H:22]2[C@@H:26]([C:27]3[CH:32]=[CH:31][CH:30]=[CH:29][CH:28]=3)[CH2:25][N:24]([C:33]([O:35][C:36]3[CH:37]=[CH:38][C:39]([C:40]([OH:42])=[O:41])=[CH:43][CH:44]=3)=[O:34])[CH2:23]2)[CH3:10])[C:20]2[C:15](=[CH:16][CH:17]=[CH:18][CH:19]=2)[CH:14]=[CH:13][CH:12]=1, predict the reactants needed to synthesize it. The reactants are: C(OC([N:8]([CH2:21][C@@H:22]1[C@@H:26]([C:27]2[CH:32]=[CH:31][CH:30]=[CH:29][CH:28]=2)[CH2:25][N:24]([C:33]([O:35][C:36]2[CH:44]=[CH:43][C:39]([C:40]([OH:42])=[O:41])=[CH:38][CH:37]=2)=[O:34])[CH2:23]1)[C@@H:9]([C:11]1[C:20]2[C:15](=[CH:16][CH:17]=[CH:18][CH:19]=2)[CH:14]=[CH:13][CH:12]=1)[CH3:10])=O)(C)(C)C.[ClH:45].O1CCOCC1.